This data is from Forward reaction prediction with 1.9M reactions from USPTO patents (1976-2016). The task is: Predict the product of the given reaction. (1) Given the reactants [F:1][C:2]1[CH:7]=[CH:6][C:5]([OH:8])=[CH:4][C:3]=1[C@:9]1([CH2:28][F:29])[CH2:14][C@@H:13]([C:15]([F:18])([F:17])[F:16])[O:12][C:11]([NH:19]C(=O)C2C=CC=CC=2)=[N:10]1.N12CCCN=C1CCCCC2, predict the reaction product. The product is: [NH2:19][C:11]1[O:12][C@H:13]([C:15]([F:17])([F:18])[F:16])[CH2:14][C@:9]([C:3]2[CH:4]=[C:5]([OH:8])[CH:6]=[CH:7][C:2]=2[F:1])([CH2:28][F:29])[N:10]=1. (2) Given the reactants [CH3:1][C@H:2]1[C@:14]23[CH:17]=[C:18]([CH3:21])[C@H:19]([OH:20])[C@@:13]2([OH:22])[C@H:12]([OH:23])[C:11]([CH2:24][OH:25])=[CH:10][C@H:9]([C:15]3=[O:16])[C@@H:5]2[C:6]([CH3:8])([CH3:7])[C@@H:4]2[CH2:3]1.O.[C:27]1(C)[CH:32]=CC(S(O)(=O)=O)=C[CH:28]=1, predict the reaction product. The product is: [CH3:1][C@H:2]1[C:14]23[CH:17]=[C:18]([CH3:21])[C@H:19]([OH:20])[C@@:13]2([OH:22])[C@H:12]2[C:11]([CH2:24][O:25][C:27]([CH3:32])([CH3:28])[O:23]2)=[CH:10][CH:9]([C:15]3=[O:16])[CH:5]2[C:6]([CH3:8])([CH3:7])[CH:4]2[CH2:3]1. (3) Given the reactants [NH:1]1[CH2:6][CH2:5][O:4][CH2:3][CH2:2]1.[CH3:7][O:8][CH2:9][CH2:10]Cl, predict the reaction product. The product is: [CH3:7][O:8][CH2:9][CH2:10][N:1]1[CH2:6][CH2:5][O:4][CH2:3][CH2:2]1. (4) The product is: [Cl:1][C:2]1[CH:7]=[CH:6][C:5]([CH:8]2[CH2:13][C:12](=[O:14])[NH:11][C:10]([CH3:15])=[C:9]2[C:16]([NH:20][C:21]2[CH:22]=[C:23]3[C:27](=[CH:28][CH:29]=2)[NH:26][N:25]=[C:24]3[CH2:30][CH3:31])=[O:18])=[C:4]([F:19])[CH:3]=1. Given the reactants [Cl:1][C:2]1[CH:7]=[CH:6][C:5]([CH:8]2[CH2:13][C:12](=[O:14])[NH:11][C:10]([CH3:15])=[C:9]2[C:16]([OH:18])=O)=[C:4]([F:19])[CH:3]=1.[NH2:20][C:21]1[CH:22]=[C:23]2[C:27](=[CH:28][CH:29]=1)[NH:26][N:25]=[C:24]2[CH2:30][CH3:31].C(Cl)CCl.CCN(CC)CC, predict the reaction product. (5) Given the reactants [C:1]1(=[O:11])[C@@H:9]2[C@@H:4]([CH2:5][CH:6]=[CH:7][CH2:8]2)[C:3](=[O:10])[NH:2]1, predict the reaction product. The product is: [C:1]1(=[O:11])[CH:9]2[CH:4]([CH2:5][CH2:6][CH2:7][CH2:8]2)[C:3](=[O:10])[NH:2]1.